Dataset: Full USPTO retrosynthesis dataset with 1.9M reactions from patents (1976-2016). Task: Predict the reactants needed to synthesize the given product. (1) Given the product [CH3:3][C:4]1[CH:5]=[C:6]([CH:19]=[C:20]([CH3:22])[CH:21]=1)[CH2:7][CH2:8][C:9]1[CH:14]=[CH:13][C:12]([OH:1])=[CH:11][CH:10]=1, predict the reactants needed to synthesize it. The reactants are: [OH-:1].[K+].[CH3:3][C:4]1[CH:5]=[C:6]([CH:19]=[C:20]([CH3:22])[CH:21]=1)[CH2:7][CH2:8][C:9]1[CH:14]=[CH:13][C:12](CC([O-])=O)=[CH:11][CH:10]=1. (2) Given the product [Cl:1][C:2]([Cl:17])([C:13]([F:14])([F:16])[F:15])[CH2:3][C@@H:4]1[C@H:6]([C:7]([O:9][CH3:10])=[O:8])[C:5]1([CH3:12])[CH3:11], predict the reactants needed to synthesize it. The reactants are: [Cl:1][C:2]([Cl:17])([C:13]([F:16])([F:15])[F:14])[CH2:3][CH:4]1[CH:6]([C:7]([O:9][CH3:10])=[O:8])[C:5]1([CH3:12])[CH3:11].